Dataset: Full USPTO retrosynthesis dataset with 1.9M reactions from patents (1976-2016). Task: Predict the reactants needed to synthesize the given product. (1) Given the product [NH2:26][C@:27]1([C:44]([OH:45])=[O:1])[C@@H:31]([CH2:32][CH2:33][CH2:34][B:35]([OH:36])[OH:39])[CH2:30][N:29]([CH2:17][CH2:15][N:12]2[CH2:9][CH2:11][CH2:14][CH2:13]2)[CH2:28]1, predict the reactants needed to synthesize it. The reactants are: [OH:1]CCN1CCCC1.[CH:9]([N:12]([CH:15]([CH3:17])C)[CH2:13][CH3:14])([CH3:11])C.CS(Cl)(=O)=O.C([NH:26][C@:27]1([C:44](NC(C)(C)C)=[O:45])[C@@H:31]([CH2:32][CH2:33][CH2:34][B:35]2[O:39]C(C)(C)C(C)(C)[O:36]2)[CH2:30][NH:29][CH2:28]1)(=O)C. (2) Given the product [C:15]1([CH:14]([O:2][C:1]([CH2:4][CH:5]=[CH:6][C:7]2[CH:12]=[CH:11][CH:10]=[CH:9][CH:8]=2)=[O:3])[CH3:13])[CH:20]=[CH:19][CH:18]=[CH:17][CH:16]=1, predict the reactants needed to synthesize it. The reactants are: [C:1]([CH2:4][CH:5]=[CH:6][C:7]1[CH:12]=[CH:11][CH:10]=[CH:9][CH:8]=1)([OH:3])=[O:2].[CH3:13][CH:14](O)[C:15]1[CH:20]=[CH:19][CH:18]=[CH:17][CH:16]=1.C1CCC(N=C=NC2CCCCC2)CC1. (3) Given the product [C:5]([C:4]1[CH:3]=[C:2]([NH:1][CH:27]([C:16]2[CH:17]=[CH:18][C:19]([O:20][CH3:21])=[C:14]([O:13][CH3:12])[CH:15]=2)[C:26]([OH:30])=[O:29])[CH:10]=[C:9]([CH3:11])[CH:8]=1)(=[O:6])[NH2:7], predict the reactants needed to synthesize it. The reactants are: [NH2:1][C:2]1[CH:3]=[C:4]([CH:8]=[C:9]([CH3:11])[CH:10]=1)[C:5]([NH2:7])=[O:6].[CH3:12][O:13][C:14]1[CH:15]=[C:16](B(O)O)[CH:17]=[CH:18][C:19]=1[O:20][CH3:21].O.[C:26]([OH:30])(=[O:29])[CH:27]=O. (4) Given the product [CH3:17][CH:5]([C:6]([NH:8][CH2:9][C:10]([F:15])([F:16])[C:11]([F:12])([F:14])[F:13])=[O:7])[C:4]([OH:18])=[O:3], predict the reactants needed to synthesize it. The reactants are: C([O:3][C:4](=[O:18])[CH:5]([CH3:17])[C:6]([NH:8][CH2:9][C:10]([F:16])([F:15])[C:11]([F:14])([F:13])[F:12])=[O:7])C.[OH-].[Li+]. (5) The reactants are: [CH:1]([C:3]1[S:7][C:6]([C:8]([OH:10])=[O:9])=[CH:5][CH:4]=1)=O.[N:11]1([C:17]([O:19][C:20]([CH3:23])([CH3:22])[CH3:21])=[O:18])[CH2:16][CH2:15][NH:14][CH2:13][CH2:12]1.C([BH3-])#N.[Na+]. Given the product [C:20]([O:19][C:17]([N:11]1[CH2:16][CH2:15][N:14]([CH2:1][C:3]2[S:7][C:6]([C:8]([OH:10])=[O:9])=[CH:5][CH:4]=2)[CH2:13][CH2:12]1)=[O:18])([CH3:23])([CH3:21])[CH3:22], predict the reactants needed to synthesize it. (6) Given the product [SH:13][C:9]1[CH:10]=[C:11]2[C:6](=[CH:7][CH:8]=1)[C:5](=[O:24])[N:4]([CH2:3][C:2]([F:25])([F:1])[F:26])[CH2:12]2, predict the reactants needed to synthesize it. The reactants are: [F:1][C:2]([F:26])([F:25])[CH2:3][N:4]1[CH2:12][C:11]2[C:6](=[CH:7][CH:8]=[C:9]([S:13][Si](C(C)C)(C(C)C)C(C)C)[CH:10]=2)[C:5]1=[O:24].Cl. (7) Given the product [N+:1]([C:4]1[CH:5]=[C:6]([CH2:10][C:11]([NH:13][C@H:14]([C:16]([NH:20][C@@H:21]([CH2:26][CH2:27][CH3:28])[C:22]([O:24][CH3:25])=[O:23])=[O:18])[CH3:15])=[O:12])[CH:7]=[CH:8][CH:9]=1)([O-:3])=[O:2], predict the reactants needed to synthesize it. The reactants are: [N+:1]([C:4]1[CH:5]=[C:6]([CH2:10][C:11]([NH:13][C@H:14]([C:16]([OH:18])=O)[CH3:15])=[O:12])[CH:7]=[CH:8][CH:9]=1)([O-:3])=[O:2].Cl.[NH2:20][C@@H:21]([CH2:26][CH2:27][CH3:28])[C:22]([O:24][CH3:25])=[O:23]. (8) Given the product [CH2:1]([C:8]1[C:13]([Cl:14])=[N:12][C:11]([S:15][CH3:16])=[N:10][C:9]=1[N:18]1[CH2:22][CH2:21][CH2:20][CH2:19]1)[C:2]1[CH:3]=[CH:4][CH:5]=[CH:6][CH:7]=1, predict the reactants needed to synthesize it. The reactants are: [CH2:1]([C:8]1[C:9](Cl)=[N:10][C:11]([S:15][CH3:16])=[N:12][C:13]=1[Cl:14])[C:2]1[CH:7]=[CH:6][CH:5]=[CH:4][CH:3]=1.[NH:18]1[CH2:22][CH2:21][CH2:20][CH2:19]1.C(N(CC)CC)C.